From a dataset of Catalyst prediction with 721,799 reactions and 888 catalyst types from USPTO. Predict which catalyst facilitates the given reaction. (1) Product: [CH3:32][O:31][C:26]1[CH:27]=[CH:28][CH:29]=[CH:30][C:25]=1[CH2:24][N:23]1[CH2:22][C:21]2[C:16](=[CH:17][CH:18]=[CH:19][CH:20]=2)[N:15]=[C:14]1[N:11]1[CH2:10][CH2:9][NH:8][CH2:13][CH2:12]1. The catalyst class is: 12. Reactant: C(OC([N:8]1[CH2:13][CH2:12][N:11]([C:14]2[N:23]([CH2:24][C:25]3[CH:30]=[CH:29][CH:28]=[CH:27][C:26]=3[O:31][CH3:32])[CH2:22][C:21]3[C:16](=[CH:17][CH:18]=[CH:19][CH:20]=3)[N:15]=2)[CH2:10][CH2:9]1)=O)(C)(C)C.Cl. (2) Reactant: [Cl:1][C:2]1[CH:3]=[C:4]([C:10]2[N:11]=[C:12]([O:29][CH3:30])[C:13]3[CH:18]=[CH:17][N:16]([C:19]4[CH:28]=[CH:27][C:22]([C:23]([O:25]C)=[O:24])=[CH:21][CH:20]=4)[C:14]=3[N:15]=2)[CH:5]=[CH:6][C:7]=1[O:8][CH3:9].[OH-].[Na+].Cl. Product: [Cl:1][C:2]1[CH:3]=[C:4]([C:10]2[N:11]=[C:12]([O:29][CH3:30])[C:13]3[CH:18]=[CH:17][N:16]([C:19]4[CH:28]=[CH:27][C:22]([C:23]([OH:25])=[O:24])=[CH:21][CH:20]=4)[C:14]=3[N:15]=2)[CH:5]=[CH:6][C:7]=1[O:8][CH3:9]. The catalyst class is: 71. (3) Reactant: [C:1](=[O:4])(O)O.[C:5]1([NH:11][C:12]([NH2:14])=[NH:13])[CH:10]=[CH:9][CH:8]=[CH:7][CH:6]=1.[C:15]1([CH3:21])[CH:20]=[CH:19][CH:18]=[CH:17][CH:16]=1. Product: [CH2:17]([C:16]1[C:1]([OH:4])=[N:13][C:12]([NH:11][C:5]2[CH:10]=[CH:9][CH:8]=[CH:7][CH:6]=2)=[N:14][C:15]=1[CH3:21])[CH2:18][CH2:19][CH3:20]. The catalyst class is: 6. (4) Reactant: O=P(Cl)(Cl)Cl.FC(F)(F)[C:8]([O-])=[O:9].C[NH2+]CC1C=CC(C2N=CC3N4C(NC(=O)CC=3)CCC=24)=CC=1.[C:36]([C:38]1[CH:43]=[CH:42][C:41]([C:44]2[N:45]=[C:46]3[CH:51]=[CH:50][CH:49]=[C:48]([C:52]([O:54][CH3:55])=[O:53])[N:47]3[CH:56]=2)=[CH:40][CH:39]=1)#[N:37]. Product: [C:36]([C:38]1[CH:43]=[CH:42][C:41]([C:44]2[N:45]=[C:46]3[CH:51]=[CH:50][CH:49]=[C:48]([C:52]([O:54][CH3:55])=[O:53])[N:47]3[C:56]=2[CH:8]=[O:9])=[CH:40][CH:39]=1)#[N:37]. The catalyst class is: 3. (5) Reactant: [Br:1][C:2]1[CH:9]=[CH:8][C:5]([CH:6]=[O:7])=[CH:4][N:3]=1.[CH3:10][S:11]([OH:14])(=[O:13])=[O:12].[CH2:15](O)[CH2:16][CH:17]=[CH2:18].C([O-])(O)=O.[Na+]. Product: [CH3:10][S:11]([O:14][CH:16]1[CH2:17][CH2:18][O:7][CH:6]([C:5]2[CH:4]=[N:3][C:2]([Br:1])=[CH:9][CH:8]=2)[CH2:15]1)(=[O:13])=[O:12]. The catalyst class is: 2. (6) Reactant: [Cl-].[Cl:2][C:3]1[C:4]([C:20]([O:22][CH3:23])=[O:21])=[C:5]([C:10]2[CH:11]=[C:12]([F:19])[C:13]([C@H:16]([NH3+:18])[CH3:17])=[N:14][CH:15]=2)[CH:6]=[C:7]([Cl:9])[CH:8]=1.[F:24][C:25]([F:36])([F:35])[C:26]([NH:28][C:29]1([C:32](O)=[O:33])[CH2:31][CH2:30]1)=[O:27].Cl.C(N=C=NCCCN(C)C)C.ON1C2N=CC=CC=2N=N1.C(N(CC)CC)C. Product: [CH3:23][O:22][C:20](=[O:21])[C:4]1[C:5]([C:10]2[CH:15]=[N:14][C:13]([C@H:16]([NH:18][C:32]([C:29]3([NH:28][C:26](=[O:27])[C:25]([F:24])([F:35])[F:36])[CH2:30][CH2:31]3)=[O:33])[CH3:17])=[C:12]([F:19])[CH:11]=2)=[CH:6][C:7]([Cl:9])=[CH:8][C:3]=1[Cl:2]. The catalyst class is: 2. (7) Reactant: C[O:2][C:3](=[O:21])[CH2:4][CH2:5][N:6]1[C:11]2[CH:12]=[CH:13][C:14]([CH3:16])=[CH:15][C:10]=2[O:9][CH:8]([CH:17]([CH3:19])[CH3:18])[C:7]1=[O:20].[OH-].[Na+]. Product: [CH:17]([CH:8]1[C:7](=[O:20])[N:6]([CH2:5][CH2:4][C:3]([OH:21])=[O:2])[C:11]2[CH:12]=[CH:13][C:14]([CH3:16])=[CH:15][C:10]=2[O:9]1)([CH3:19])[CH3:18]. The catalyst class is: 5. (8) Reactant: Cl.[CH2:2]([O:6][CH:7]1[CH2:10][NH:9][CH2:8]1)[CH2:3][CH2:4][CH3:5].CCN=C=NCCCN(C)C.C1C=CC2N(O)N=NC=2C=1.[CH:32]([N:35]([CH:38]([CH3:40])C)[CH2:36][CH3:37])(C)C.Cl.[O:42]=[C:43]1[NH:52][C:51]2[N:50]=[CH:49][C:48](/[CH:53]=[CH:54]/[C:55](O)=[O:56])=[CH:47][C:46]=2[CH2:45][CH2:44]1. Product: [CH2:2]([O:6][CH:7]1[CH2:10][N:9]([C:55](=[O:56])[CH:54]=[CH:53][C:48]2[CH:47]=[C:46]3[C:51](=[N:50][CH:49]=2)[NH:52][C:43](=[O:42])[C:44]2([CH2:37][CH2:36][N:35]([CH3:32])[CH2:38][CH2:40]2)[CH2:45]3)[CH2:8]1)[CH2:3][CH2:4][CH3:5]. The catalyst class is: 255. (9) Reactant: [NH2:1][C:2]1[CH:6]=[C:5]([Cl:7])[N:4]([C:8]2[CH:13]=[CH:12][C:11]([C:14]3[CH:19]=[CH:18][CH:17]=[C:16]([O:20][CH3:21])[C:15]=3[OH:22])=[CH:10][CH:9]=2)[C:3]=1[C:23]([O:25][CH2:26][CH3:27])=[O:24].[N:28]([C:31]1[CH:36]=[CH:35][CH:34]=[CH:33][CH:32]=1)=[C:29]=[O:30]. Product: [Cl:7][C:5]1[N:4]([C:8]2[CH:13]=[CH:12][C:11]([C:14]3[CH:19]=[CH:18][CH:17]=[C:16]([O:20][CH3:21])[C:15]=3[OH:22])=[CH:10][CH:9]=2)[C:3]([C:23]([O:25][CH2:26][CH3:27])=[O:24])=[C:2]([NH:1][C:29]([NH:28][C:31]2[CH:36]=[CH:35][CH:34]=[CH:33][CH:32]=2)=[O:30])[CH:6]=1. The catalyst class is: 113. (10) Reactant: Br.[NH:2]1[CH2:6][CH2:5][CH:4]([S:7][C:8]2[CH:13]=[CH:12][C:11]([OH:14])=[CH:10][CH:9]=2)[CH2:3]1.CCN(CC)CC.[C:22]1([CH2:28][C:29](=[O:32])[CH:30]=[CH2:31])[CH:27]=[CH:26][CH:25]=[CH:24][CH:23]=1. Product: [OH:14][C:11]1[CH:12]=[CH:13][C:8]([S:7][CH:4]2[CH2:5][CH2:6][N:2]([CH2:31][CH2:30][C:29](=[O:32])[CH2:28][C:22]3[CH:27]=[CH:26][CH:25]=[CH:24][CH:23]=3)[CH2:3]2)=[CH:9][CH:10]=1. The catalyst class is: 2.